This data is from Reaction yield outcomes from USPTO patents with 853,638 reactions. The task is: Predict the reaction yield, written as a fraction of the theoretical maximum amount of product (1.0 means a 100% yield; for example, 0.34 means a 34% yield). The reactants are O[C:2]1([C:8]2[CH:13]=[CH:12][C:11]([OH:14])=[CH:10][C:9]=2[OH:15])[CH2:7][CH2:6][CH2:5][O:4][CH2:3]1.[H][H]. The catalyst is C(OCC)(=O)C.CO.[Pd]. The product is [O:4]1[CH2:5][CH2:6][CH2:7][CH:2]([C:8]2[CH:13]=[CH:12][C:11]([OH:14])=[CH:10][C:9]=2[OH:15])[CH2:3]1. The yield is 0.440.